This data is from Full USPTO retrosynthesis dataset with 1.9M reactions from patents (1976-2016). The task is: Predict the reactants needed to synthesize the given product. (1) Given the product [C:14]([O:18][C:19]([N:20]([C:2]1[CH:7]=[CH:6][CH:5]=[C:4]([N:8]2[CH2:13][CH2:12][O:11][CH2:10][CH2:9]2)[CH:3]=1)[NH2:21])=[O:22])([CH3:17])([CH3:16])[CH3:15], predict the reactants needed to synthesize it. The reactants are: I[C:2]1[CH:3]=[C:4]([N:8]2[CH2:13][CH2:12][O:11][CH2:10][CH2:9]2)[CH:5]=[CH:6][CH:7]=1.[C:14]([O:18][C:19](=[O:22])[NH:20][NH2:21])([CH3:17])([CH3:16])[CH3:15].N1C2C(=CC=C3C=2N=CC=C3)C=CC=1.C(=O)([O-])[O-].[Cs+].[Cs+]. (2) Given the product [CH2:38]([NH:33][C:29](=[O:30])[CH2:28][O:27][C:24]1[CH:25]=[N:26][C:21]([C:17]2[CH:18]=[CH:19][CH:20]=[C:15]([CH2:14][N:9]3[C:10](=[O:13])[CH:11]=[CH:12][C:7]([C:5]4[CH:4]=[N:3][N:2]([CH3:1])[CH:6]=4)=[N:8]3)[CH:16]=2)=[N:22][CH:23]=1)[CH3:39], predict the reactants needed to synthesize it. The reactants are: [CH3:1][N:2]1[CH:6]=[C:5]([C:7]2[CH:12]=[CH:11][C:10](=[O:13])[N:9]([CH2:14][C:15]3[CH:16]=[C:17]([C:21]4[N:26]=[CH:25][C:24]([O:27][CH2:28][C:29](Cl)=[O:30])=[CH:23][N:22]=4)[CH:18]=[CH:19][CH:20]=3)[N:8]=2)[CH:4]=[N:3]1.C[NH2:33].O.O1[CH2:39][CH2:38]CC1. (3) Given the product [Cl:6][C:7]1[C:12]([CH:15]=[O:16])=[C:11]([Cl:13])[CH:10]=[C:9]([Cl:14])[N:8]=1, predict the reactants needed to synthesize it. The reactants are: [Li]CCCC.[Cl:6][C:7]1[CH:12]=[C:11]([Cl:13])[CH:10]=[C:9]([Cl:14])[N:8]=1.[CH:15](OCC)=[O:16].